The task is: Predict the reaction yield, written as a fraction of the theoretical maximum amount of product (1.0 means a 100% yield; for example, 0.34 means a 34% yield).. This data is from Reaction yield outcomes from USPTO patents with 853,638 reactions. (1) The reactants are [CH3:1][C:2]1[CH:11]=[CH:10][CH:9]=[CH:8][C:3]=1[C:4](=[O:7])[CH2:5]Br.[C:12]([O:16][C:17](=[O:30])[NH:18][CH2:19][CH2:20][CH2:21][NH:22][C:23]([N:25]=[CH:26]N(C)C)=[S:24])([CH3:15])([CH3:14])[CH3:13].CCN(CC)CC. The catalyst is C(O)C. The product is [C:12]([O:16][C:17](=[O:30])[NH:18][CH2:19][CH2:20][CH2:21][NH:22][C:23]1[S:24][C:5]([C:4](=[O:7])[C:3]2[CH:8]=[CH:9][CH:10]=[CH:11][C:2]=2[CH3:1])=[CH:26][N:25]=1)([CH3:13])([CH3:15])[CH3:14]. The yield is 1.00. (2) The reactants are [Br:1][C:2]1[CH:7]=[CH:6][C:5]([N:8]=[C:9]=[O:10])=[CH:4][C:3]=1[C:11]([F:14])([F:13])[F:12].[CH3:15][NH:16][C:17]([C:19]1[CH:24]=[C:23]([O:25][C:26]2[CH:32]=[CH:31][C:29]([NH2:30])=[CH:28][CH:27]=2)[CH:22]=[CH:21][N:20]=1)=[O:18]. The catalyst is C(Cl)Cl. The product is [Br:1][C:2]1[CH:7]=[CH:6][C:5]([NH:8][C:9]([NH:30][C:29]2[CH:28]=[CH:27][C:26]([O:25][C:23]3[CH:22]=[CH:21][N:20]=[C:19]([C:17](=[O:18])[NH:16][CH3:15])[CH:24]=3)=[CH:32][CH:31]=2)=[O:10])=[CH:4][C:3]=1[C:11]([F:12])([F:13])[F:14]. The yield is 0.900. (3) The reactants are [F:1][C:2]1[CH:3]=[C:4]([OH:9])[CH:5]=[CH:6][C:7]=1[F:8].Cl[CH2:11][C:12]([CH3:14])=[CH2:13].C(=O)([O-])[O-].[K+].[K+]. The catalyst is CN(C=O)C. The product is [F:8][C:7]1[CH:6]=[CH:5][C:4]([O:9][CH2:13][C:12]([CH3:14])=[CH2:11])=[CH:3][C:2]=1[F:1]. The yield is 0.630. (4) The reactants are [Cl:1][C:2]1[CH:7]=[CH:6][CH:5]=[CH:4][C:3]=1[C:8]1[C:9](=[O:27])[NH:10][C:11](=[O:26])[C:12]=1[C:13]1[C:21]2[C:16](=[N:17][CH:18]=[CH:19][CH:20]=2)[N:15]([CH2:22][CH2:23][CH2:24]O)[CH:14]=1.[N:28]1[CH:33]=CC=C[CH:29]=1.CS(OS(C)(=O)=O)(=O)=O.CNC. The catalyst is C1COCC1. The product is [Cl:1][C:2]1[CH:7]=[CH:6][CH:5]=[CH:4][C:3]=1[C:8]1[C:9](=[O:27])[NH:10][C:11](=[O:26])[C:12]=1[C:13]1[C:21]2[C:16](=[N:17][CH:18]=[CH:19][CH:20]=2)[N:15]([CH2:22][CH2:23][CH2:24][N:28]([CH3:33])[CH3:29])[CH:14]=1. The yield is 0.310. (5) The reactants are [CH3:1][N:2]1[CH2:14][CH2:13][C:5]2[NH:6][C:7]3[CH:8]=[CH:9][CH:10]=[CH:11][C:12]=3[C:4]=2[CH2:3]1.CC(C)([O-])C.[K+].[CH3:21][O:22][C:23](=[O:30])[CH2:24][CH2:25][CH2:26][CH2:27][CH2:28]Br. The catalyst is CN(C=O)C.C(OCC)(=O)C.O.[I-].[K+]. The product is [CH3:21][O:22][C:23](=[O:30])[CH2:24][CH2:25][CH2:26][CH2:27][CH2:28][N:6]1[C:7]2[CH:8]=[CH:9][CH:10]=[CH:11][C:12]=2[C:4]2[CH2:3][N:2]([CH3:1])[CH2:14][CH2:13][C:5]1=2. The yield is 0.400. (6) The reactants are [NH2:1][C:2]1[N:10]=[C:9]([O:11][CH3:12])[CH:8]=[C:7]([O:13][CH3:14])[C:3]=1[C:4]([NH2:6])=[O:5].[CH2:15]([O:22][CH2:23][CH2:24][O:25][C:26]1[C:33]([CH3:34])=[CH:32][C:29]([CH:30]=O)=[CH:28][C:27]=1[CH3:35])[C:16]1[CH:21]=[CH:20][CH:19]=[CH:18][CH:17]=1.OS([O-])=O.[Na+].CC1C=CC(S(O)(=O)=O)=CC=1. The catalyst is CN(C)C(=O)C. The product is [CH2:15]([O:22][CH2:23][CH2:24][O:25][C:26]1[C:33]([CH3:34])=[CH:32][C:29]([C:30]2[NH:6][C:4](=[O:5])[C:3]3[C:7]([O:13][CH3:14])=[CH:8][C:9]([O:11][CH3:12])=[N:10][C:2]=3[N:1]=2)=[CH:28][C:27]=1[CH3:35])[C:16]1[CH:21]=[CH:20][CH:19]=[CH:18][CH:17]=1. The yield is 0.147. (7) The reactants are [C:1]([C:5]1[N:9]([CH2:10][CH:11]2[CH2:16][CH2:15][O:14][CH2:13][CH2:12]2)[C:8]2[CH:17]=[CH:18][C:19]([S:21](Cl)(=[O:23])=[O:22])=[CH:20][C:7]=2[N:6]=1)([CH3:4])([CH3:3])[CH3:2].[NH:25]1[CH:29]=[CH:28][C:27]([NH:30]C(=O)OC(C)(C)C)=[N:26]1. The catalyst is CN(C1C=CN=CC=1)C.CC#N. The product is [C:1]([C:5]1[N:9]([CH2:10][CH:11]2[CH2:16][CH2:15][O:14][CH2:13][CH2:12]2)[C:8]2[CH:17]=[CH:18][C:19]([S:21]([N:25]3[CH:29]=[CH:28][C:27]([NH2:30])=[N:26]3)(=[O:23])=[O:22])=[CH:20][C:7]=2[N:6]=1)([CH3:4])([CH3:3])[CH3:2]. The yield is 0.190.